Dataset: Catalyst prediction with 721,799 reactions and 888 catalyst types from USPTO. Task: Predict which catalyst facilitates the given reaction. (1) The catalyst class is: 2. Reactant: [Br:1][C:2]1[N:7]=[C:6]([C:8]([OH:10])=O)[CH:5]=[CH:4][CH:3]=1.C1N=CN(C(N2C=NC=C2)=O)C=1.[CH3:23][NH:24][O:25][CH3:26]. Product: [Br:1][C:2]1[N:7]=[C:6]([C:8]([N:24]([O:25][CH3:26])[CH3:23])=[O:10])[CH:5]=[CH:4][CH:3]=1. (2) Reactant: Cl.[OH:2][CH:3]1[CH2:8][CH2:7][NH:6][CH2:5][C:4]1([CH3:13])[C:9]([O:11][CH3:12])=[O:10].CCN(C(C)C)C(C)C.[Br:23][C:24]1[CH:25]=[N:26][C:27](Cl)=[N:28][CH:29]=1. Product: [Br:23][C:24]1[CH:25]=[N:26][C:27]([N:6]2[CH2:7][CH2:8][CH:3]([OH:2])[C:4]([CH3:13])([C:9]([O:11][CH3:12])=[O:10])[CH2:5]2)=[N:28][CH:29]=1. The catalyst class is: 14. (3) Reactant: O[CH2:2][C:3]1[CH:4]=[C:5]2[C:9](=[CH:10][CH:11]=1)[CH2:8][C@H:7]([NH:12][C:13](=[O:22])[O:14][CH2:15][C:16]1[CH:21]=[CH:20][CH:19]=[CH:18][CH:17]=1)[CH2:6]2.S(Cl)(Cl)=O.C(=O)([O-])[O-].[K+].[K+].[F:33][C:34]([F:46])([F:45])[C:35]1[C:39]([C:40]([O:42][CH2:43][CH3:44])=[O:41])=[CH:38][NH:37][N:36]=1. Product: [CH2:15]([O:14][C:13]([NH:12][C@@H:7]1[CH2:6][C:5]2[C:9](=[CH:10][CH:11]=[C:3]([CH2:2][N:36]3[C:35]([C:34]([F:46])([F:33])[F:45])=[C:39]([C:40]([O:42][CH2:43][CH3:44])=[O:41])[CH:38]=[N:37]3)[CH:4]=2)[CH2:8]1)=[O:22])[C:16]1[CH:21]=[CH:20][CH:19]=[CH:18][CH:17]=1. The catalyst class is: 59.